From a dataset of Catalyst prediction with 721,799 reactions and 888 catalyst types from USPTO. Predict which catalyst facilitates the given reaction. (1) Reactant: [CH2:1]([O:8][C:9]1[CH:33]=[CH:32][C:12]([CH2:13][N:14]([CH2:24][CH2:25][C:26]2[CH:31]=[CH:30][CH:29]=[CH:28][N:27]=2)[C:15](=[O:23])[C:16]2[CH:21]=[CH:20][CH:19]=[CH:18][C:17]=2[Cl:22])=[CH:11][C:10]=1[OH:34])[C:2]1[CH:7]=[CH:6][CH:5]=[CH:4][CH:3]=1.C([O-])([O-])=O.[K+].[K+].Br[CH2:42][C:43]([O:45][CH3:46])=[O:44]. Product: [CH2:1]([O:8][C:9]1[CH:33]=[CH:32][C:12]([CH2:13][N:14]([CH2:24][CH2:25][C:26]2[CH:31]=[CH:30][CH:29]=[CH:28][N:27]=2)[C:15](=[O:23])[C:16]2[CH:21]=[CH:20][CH:19]=[CH:18][C:17]=2[Cl:22])=[CH:11][C:10]=1[O:34][CH2:42][C:43]([O:45][CH3:46])=[O:44])[C:2]1[CH:7]=[CH:6][CH:5]=[CH:4][CH:3]=1. The catalyst class is: 21. (2) Reactant: FC(F)(F)C(O)=O.C(OC([N:15]1[CH2:20][CH2:19][CH:18]([CH2:21][NH:22][C:23]([C:25]2[C:33]3[N:32]=[C:31]([CH:34]([CH3:36])[CH3:35])[NH:30][C:29]=3[CH:28]=[CH:27][CH:26]=2)=[O:24])[CH2:17][CH2:16]1)=O)(C)(C)C.C(N(CC)CC)C.C(O)(=O)C. Product: [NH:15]1[CH2:20][CH2:19][CH:18]([CH2:21][NH:22][C:23]([C:25]2[C:33]3[N:32]=[C:31]([CH:34]([CH3:36])[CH3:35])[NH:30][C:29]=3[CH:28]=[CH:27][CH:26]=2)=[O:24])[CH2:17][CH2:16]1. The catalyst class is: 4. (3) Reactant: [Br:1][C:2]1[CH:7]=[CH:6][C:5]([CH2:8][CH2:9][CH2:10][OH:11])=[CH:4][CH:3]=1.[H-].[Na+].I[CH3:15]. Product: [Br:1][C:2]1[CH:3]=[CH:4][C:5]([CH2:8][CH2:9][CH2:10][O:11][CH3:15])=[CH:6][CH:7]=1. The catalyst class is: 1. (4) Reactant: [CH3:1][C:2]1[C@@H:19]([O:20][C:21]([C@H:23]([OH:39])[C@@H:24]([NH:31][C:32]([O:34][C:35]([CH3:38])([CH3:37])[CH3:36])=[O:33])[C:25]2[CH:26]=[CH:27][CH:28]=[CH:29][CH:30]=2)=[O:22])[CH2:18][C@:14]2([OH:40])[C:15]([CH3:17])([CH3:16])[C:3]=1[C@@H:4]([OH:58])[C:5]([C@@:7]1([CH3:57])[C@H:12]([C@@H:13]2[O:41][C:42]([C:44]2[CH:45]=[CH:46][CH:47]=[CH:48][CH:49]=2)=[O:43])[C@:11]2([O:52][C:53]([CH3:55])=[O:54])[CH2:50][O:51][C@@H:10]2[CH2:9][C@@H:8]1[OH:56])=[O:6].C1(=O)OC(=O)CC1.N1C=CC=CC=1. The catalyst class is: 4. Product: [CH3:1][C:2]1[C@@H:19]([O:20][C:21]([C@H:23]([OH:39])[C@@H:24]([NH:31][C:32]([O:34][C:35]([CH3:36])([CH3:37])[CH3:38])=[O:33])[C:25]2[CH:30]=[CH:29][CH:28]=[CH:27][CH:26]=2)=[O:22])[CH2:18][C@@:14]2([OH:40])[C:15]([CH3:16])([CH3:17])[C:3]=1[C@@H:4]([OH:58])[C:5]([C@@:7]1([CH3:57])[C@H:12]([C@@H:13]2[O:41][C:42]([C:44]2[CH:45]=[CH:46][CH:47]=[CH:48][CH:49]=2)=[O:43])[C@:11]2([O:52][C:53]([CH3:55])=[O:54])[CH2:50][O:51][C@@H:10]2[CH2:9][C@@H:8]1[OH:56])=[O:6]. (5) Reactant: [Al+3].[Cl-].[Cl-].[Cl-].[CH2:5]([C:8]1([CH:15]=[O:16])[CH2:13][CH:12]2[CH2:14][CH:9]1[CH:10]=[CH:11]2)[CH2:6][CH3:7]. Product: [CH2:5]([CH:8]1[CH2:13][CH:12]2[CH2:11][CH:10]([CH:9]=[CH:14]2)[C:15]1=[O:16])[CH2:6][CH3:7]. The catalyst class is: 11. (6) Reactant: [H-].[Na+].[CH:3]1([CH:6]([OH:19])[CH2:7][NH:8][CH:9]([C:11]2[C:12](Cl)=[N:13][C:14]([Cl:17])=[CH:15][CH:16]=2)[CH3:10])[CH2:5][CH2:4]1. Product: [Cl:17][C:14]1[CH:15]=[CH:16][C:11]2[CH:9]([CH3:10])[NH:8][CH2:7][CH:6]([CH:3]3[CH2:5][CH2:4]3)[O:19][C:12]=2[N:13]=1. The catalyst class is: 1. (7) Reactant: Br[C:2]1[C:3]([NH2:9])=[N:4][CH:5]=[C:6]([Br:8])[N:7]=1.[F:10][C:11]1[CH:12]=[C:13]([CH:16]=[CH:17][CH:18]=1)[CH2:14][NH2:15].C(N(CC)C(C)C)(C)C. Product: [Br:8][C:6]1[N:7]=[C:2]([NH:15][CH2:14][C:13]2[CH:16]=[CH:17][CH:18]=[C:11]([F:10])[CH:12]=2)[C:3]([NH2:9])=[N:4][CH:5]=1. The catalyst class is: 51.